This data is from Full USPTO retrosynthesis dataset with 1.9M reactions from patents (1976-2016). The task is: Predict the reactants needed to synthesize the given product. Given the product [CH3:27][N:24]1[CH2:25][CH2:26][N:21]([C:18]2[CH:19]=[CH:20][C:15]([NH:14][C:10]3[N:9]=[C:8]([C:5]4[CH:4]=[CH:3][C:2]([NH:21][CH2:22][CH2:23][NH2:24])=[N:7][CH:6]=4)[CH:13]=[CH:12][N:11]=3)=[CH:16][CH:17]=2)[CH2:22][CH2:23]1, predict the reactants needed to synthesize it. The reactants are: Cl[C:2]1[N:7]=[CH:6][C:5]([C:8]2[CH:13]=[CH:12][N:11]=[C:10]([NH:14][C:15]3[CH:20]=[CH:19][C:18]([N:21]4[CH2:26][CH2:25][N:24]([CH3:27])[CH2:23][CH2:22]4)=[CH:17][CH:16]=3)[N:9]=2)=[CH:4][CH:3]=1.